From a dataset of Forward reaction prediction with 1.9M reactions from USPTO patents (1976-2016). Predict the product of the given reaction. (1) Given the reactants C(O[BH-](OC(=O)C)OC(=O)C)(=O)C.[Na+].Cl.[NH2:16][C@H:17]([CH2:25][CH3:26])[C:18]([O:20][C:21]([CH3:24])([CH3:23])[CH3:22])=[O:19].[CH:27]([C:29]1[CH:34]=[CH:33][N:32]=[C:31]2[N:35]([C:42]([O:44][C:45]([CH3:48])([CH3:47])[CH3:46])=[O:43])[CH:36]=[C:37]([C:38]([O:40][CH3:41])=[O:39])[C:30]=12)=O, predict the reaction product. The product is: [C:21]([O:20][C:18](=[O:19])[C@H:17]([NH:16][CH2:27][C:29]1[CH:34]=[CH:33][N:32]=[C:31]2[N:35]([C:42]([O:44][C:45]([CH3:48])([CH3:47])[CH3:46])=[O:43])[CH:36]=[C:37]([C:38]([O:40][CH3:41])=[O:39])[C:30]=12)[CH2:25][CH3:26])([CH3:22])([CH3:24])[CH3:23]. (2) Given the reactants O=P(Cl)(Cl)Cl.[O:6]1[C:10]2[CH:11]=[CH:12][C:13]([C:15]3([C:18]([NH:20][C:21]4[CH:22]=[C:23]5[C:27](=[CH:28][CH:29]=4)[NH:26][C:25]([C:30]([CH3:33])([CH3:32])[CH3:31])=[CH:24]5)=[O:19])[CH2:17][CH2:16]3)=[CH:14][C:9]=2[O:8][CH2:7]1.CN([CH:37]=[O:38])C, predict the reaction product. The product is: [O:6]1[C:10]2[CH:11]=[CH:12][C:13]([C:15]3([C:18]([NH:20][C:21]4[CH:22]=[C:23]5[C:27](=[CH:28][CH:29]=4)[NH:26][C:25]([C:30]([CH3:33])([CH3:32])[CH3:31])=[C:24]5[CH:37]=[O:38])=[O:19])[CH2:17][CH2:16]3)=[CH:14][C:9]=2[O:8][CH2:7]1. (3) Given the reactants N1C(C)=CC(C)=CC=1C.C(C1C(=O)C(Cl)=C(Cl)C(=O)C=1C#N)#N.[Br:24][C:25]1[CH:43]=[CH:42][C:28]2[O:29][CH2:30][CH2:31][CH:32]=[C:33]([O:34][Si](C(C)(C)C)(C)C)[C:27]=2[CH:26]=1, predict the reaction product. The product is: [Br:24][C:25]1[CH:43]=[CH:42][C:28]2[O:29][CH2:30][CH:31]=[CH:32][C:33](=[O:34])[C:27]=2[CH:26]=1. (4) Given the reactants ClC1C=C(C=CC=1Cl)O[CH:6]1[CH2:11][CH2:10][N:9]([S:12]([C:15]2[C:16]([CH3:22])=[N:17][N:18]([CH3:21])[C:19]=2[CH3:20])(=[O:14])=[O:13])[CH2:8][CH2:7]1.CN1C(C)=C(S(Cl)(=O)=O)C(C)=N1.Cl.[Cl:40][C:41]1[CH:46]=[CH:45][C:44]([CH:47]([O:54][CH3:55])C2CCNCC2)=[CH:43][CH:42]=1, predict the reaction product. The product is: [Cl:40][C:41]1[CH:46]=[CH:45][C:44]([CH:47]([O:54][CH3:55])[CH:6]2[CH2:7][CH2:8][N:9]([S:12]([C:15]3[C:16]([CH3:22])=[N:17][N:18]([CH3:21])[C:19]=3[CH3:20])(=[O:13])=[O:14])[CH2:10][CH2:11]2)=[CH:43][CH:42]=1. (5) Given the reactants [CH2:1]([N:3]1[CH2:8][CH2:7][N:6]([C:9]2[C:18]3[C:13](=[CH:14][CH:15]=[CH:16][CH:17]=3)[CH:12]=[C:11]([C:19]3[CH:24]=[CH:23][C:22]([O:25][CH2:26][CH2:27][O:28]CC4C=CC=CC=4)=[C:21]([C:36]#[N:37])[CH:20]=3)[N:10]=2)[CH2:5][CH2:4]1)[CH3:2], predict the reaction product. The product is: [CH2:1]([N:3]1[CH2:8][CH2:7][N:6]([C:9]2[C:18]3[C:13](=[CH:14][CH:15]=[CH:16][CH:17]=3)[CH:12]=[C:11]([C:19]3[CH:24]=[CH:23][C:22]([O:25][CH2:26][CH2:27][OH:28])=[C:21]([C:36]#[N:37])[CH:20]=3)[N:10]=2)[CH2:5][CH2:4]1)[CH3:2].